This data is from Forward reaction prediction with 1.9M reactions from USPTO patents (1976-2016). The task is: Predict the product of the given reaction. Given the reactants [CH2:1]([N:5]1[C:17]2[C:16]3[CH:15]=[CH:14][CH:13]=[CH:12][C:11]=3[N:10]=[CH:9][C:8]=2[N:7]=[CH:6]1)[CH:2]([CH3:4])[CH3:3].C(OO)(=[O:20])C, predict the reaction product. The product is: [CH2:1]([N+:5]1([O-:20])[C:17]2[C:16]3[CH:15]=[CH:14][CH:13]=[CH:12][C:11]=3[N:10]=[CH:9][C:8]=2[N:7]=[CH:6]1)[CH:2]([CH3:4])[CH3:3].